Dataset: Catalyst prediction with 721,799 reactions and 888 catalyst types from USPTO. Task: Predict which catalyst facilitates the given reaction. (1) Reactant: [Cl:1][C:2]1[CH:7]=[CH:6][C:5]([S:8]([N:11]2[CH:16]([CH2:17][CH3:18])[CH2:15][C:14](=[O:19])[CH2:13][CH:12]2[C:20]([O:22][CH2:23][CH3:24])=[O:21])(=[O:10])=[O:9])=[CH:4][CH:3]=1.C[Si](Cl)(C)C.[CH2:30](O)[CH2:31][OH:32]. Product: [Cl:1][C:2]1[CH:7]=[CH:6][C:5]([S:8]([N:11]2[CH:16]([CH2:17][CH3:18])[CH2:15][C:14]3([O:32][CH2:31][CH2:30][O:19]3)[CH2:13][CH:12]2[C:20]([O:22][CH2:23][CH3:24])=[O:21])(=[O:9])=[O:10])=[CH:4][CH:3]=1. The catalyst class is: 2. (2) Reactant: [CH3:1][C:2]1[CH:12]=[C:11]([O:13][CH3:14])[C:10]([O:15][CH2:16][C:17]2[CH:22]=[CH:21][CH:20]=[CH:19][CH:18]=2)=[CH:9][C:3]=1[CH:4]=[CH:5][C:6]([OH:8])=O.[CH2:23]([O:30][C:31]1[CH:32]=[C:33]([CH2:39][CH2:40][NH2:41])[CH:34]=[CH:35][C:36]=1[O:37][CH3:38])[C:24]1[CH:29]=[CH:28][CH:27]=[CH:26][CH:25]=1.CN(C(ON1N=NC2C=CC=NC1=2)=[N+](C)C)C.F[P-](F)(F)(F)(F)F.C(N(C(C)C)CC)(C)C. Product: [CH2:16]([O:15][C:10]1[C:11]([O:13][CH3:14])=[CH:12][C:2]([CH3:1])=[C:3](/[CH:4]=[CH:5]/[C:6]([NH:41][CH2:40][CH2:39][C:33]2[CH:34]=[CH:35][C:36]([O:37][CH3:38])=[C:31]([O:30][CH2:23][C:24]3[CH:29]=[CH:28][CH:27]=[CH:26][CH:25]=3)[CH:32]=2)=[O:8])[CH:9]=1)[C:17]1[CH:22]=[CH:21][CH:20]=[CH:19][CH:18]=1. The catalyst class is: 31. (3) Reactant: [NH2:1][C:2]1[CH:3]=[C:4]2[C:8](=[CH:9][CH:10]=1)[N:7]([C:11]1[N:19]=[C:18]([NH:20][C@H:21]3[CH2:26][CH2:25][C@H:24]([NH:27]C(OC(C)(C)C)=O)[CH2:23][CH2:22]3)[N:17]=[C:16]3[C:12]=1[N:13]=[CH:14][N:15]3C(OC(C)(C)C)=O)[CH2:6][CH2:5]2.Cl.CO.ClCCl. Product: [NH2:1][C:2]1[CH:3]=[C:4]2[C:8](=[CH:9][CH:10]=1)[N:7]([C:11]1[N:19]=[C:18]([NH:20][C@H:21]3[CH2:26][CH2:25][C@H:24]([NH2:27])[CH2:23][CH2:22]3)[N:17]=[C:16]3[C:12]=1[N:13]=[CH:14][NH:15]3)[CH2:6][CH2:5]2. The catalyst class is: 125. (4) Reactant: [C:1]([C:4]1[S:8][C:7]([CH:9]2[CH2:13][CH2:12][N:11]([C:14]([O:16]C(C)(C)C)=O)[CH2:10]2)=[N:6][C:5]=1[C:21]1[CH:26]=[CH:25][C:24]([O:27][C:28]2[CH:33]=[CH:32][CH:31]=[CH:30][CH:29]=2)=[CH:23][CH:22]=1)(=[O:3])[NH2:2].F[C:35]1C=CC=C[C:36]=1OC1C=CC(C2N=C(N3CCNCC3)C=CC=2C(N)=O)=CC=1.O. Product: [C:14]([N:11]1[CH2:12][CH2:13][CH:9]([C:7]2[S:8][C:4]([C:1]([NH2:2])=[O:3])=[C:5]([C:21]3[CH:22]=[CH:23][C:24]([O:27][C:28]4[CH:33]=[CH:32][CH:31]=[CH:30][CH:29]=4)=[CH:25][CH:26]=3)[N:6]=2)[CH2:10]1)(=[O:16])[CH:35]=[CH2:36]. The catalyst class is: 96. (5) Reactant: [CH2:1]([C:3]1([CH2:8][C:9](OC)=O)[O:7][CH2:6][CH2:5][O:4]1)C.C(=O)([O-])[O-:14].[K+].[K+].O1CCCC1. Product: [CH2:8]([C:3]1([CH2:1][OH:14])[O:4][CH2:5][CH2:6][O:7]1)[CH3:9]. The catalyst class is: 6. (6) Reactant: [CH2:1]([O:3][C:4]([C:6]1[N:7]=[C:8]([CH3:11])[S:9][CH:10]=1)=[O:5])[CH3:2].[Br:12]N1C(=O)CCC1=O.C(OOC(=O)C1C=CC=CC=1)(=O)C1C=CC=CC=1.C(Cl)Cl. Product: [Br:12][CH2:11][C:8]1[S:9][CH:10]=[C:6]([C:4]([O:3][CH2:1][CH3:2])=[O:5])[N:7]=1. The catalyst class is: 26. (7) Reactant: [C:1]([O:5][C:6]([N:8]1[CH2:13][CH2:12][N:11]([C:14]2[NH:22][C:21]3[C:20](=[O:23])[N:19]([CH2:24][C:25]([C:27]4[CH:32]=[CH:31][CH:30]=[C:29]([O:33][CH3:34])[CH:28]=4)=[O:26])[CH:18]=[N:17][C:16]=3[CH:15]=2)[CH2:10][CH2:9]1)=[O:7])([CH3:4])([CH3:3])[CH3:2].[CH3:35][CH:36](Br)[C:37]#[CH:38].C(=O)([O-])[O-].[K+].[K+]. Product: [C:1]([O:5][C:6]([N:8]1[CH2:9][CH2:10][N:11]([C:14]2[N:22]([CH2:35][C:36]#[C:37][CH3:38])[C:21]3[C:20](=[O:23])[N:19]([CH2:24][C:25]([C:27]4[CH:32]=[CH:31][CH:30]=[C:29]([O:33][CH3:34])[CH:28]=4)=[O:26])[CH:18]=[N:17][C:16]=3[CH:15]=2)[CH2:12][CH2:13]1)=[O:7])([CH3:4])([CH3:3])[CH3:2]. The catalyst class is: 3.